From a dataset of Forward reaction prediction with 1.9M reactions from USPTO patents (1976-2016). Predict the product of the given reaction. (1) Given the reactants Cl.Br[C:3]1[CH:4]=[C:5]2[C:10](=[CH:11][CH:12]=1)[N:9]=[CH:8][N:7]=[C:6]2[NH:13][C:14]1[CH:19]=[CH:18][C:17]([F:20])=[C:16]([Cl:21])[CH:15]=1.[O:22]1[CH2:27][CH2:26][N:25]([CH2:28][CH2:29][C:30]2[S:34][C:33](B(OC(C)C)OC(C)C)=[CH:32][CH:31]=2)[CH2:24][CH2:23]1, predict the reaction product. The product is: [Cl:21][C:16]1[CH:15]=[C:14]([CH:19]=[CH:18][C:17]=1[F:20])[NH:13][C:6]1[C:5]2[C:10](=[CH:11][CH:12]=[C:3]([C:33]3[S:34][C:30]([CH2:29][CH2:28][N:25]4[CH2:26][CH2:27][O:22][CH2:23][CH2:24]4)=[CH:31][CH:32]=3)[CH:4]=2)[N:9]=[CH:8][N:7]=1. (2) Given the reactants [CH:1]1([CH:5]([N:8]2[C:13]([CH3:14])=[C:12]([Cl:15])[N:11]=[C:10](Cl)[C:9]2=[O:17])[CH2:6][CH3:7])[CH2:4][CH2:3][CH2:2]1.[ClH:18].[CH3:19][O:20][C:21]1[CH:22]=[C:23]2[C:27](=[C:28](C)[CH:29]=1)[NH:26][CH2:25][CH2:24]2, predict the reaction product. The product is: [Cl:15][C:12]1[N:11]=[C:10]([N:26]2[C:27]3[C:23](=[CH:22][C:21]([O:20][CH3:19])=[CH:29][C:28]=3[Cl:18])[CH2:24][CH2:25]2)[C:9](=[O:17])[N:8]([CH:5]([CH:1]2[CH2:4][CH2:3][CH2:2]2)[CH2:6][CH3:7])[C:13]=1[CH3:14]. (3) The product is: [Br:2][C:3]1[CH:8]=[C:7]([CH3:9])[C:6]([C:24]#[N:25])=[C:5]([O:11][CH3:12])[CH:4]=1. Given the reactants Br.[Br:2][C:3]1[CH:8]=[C:7]([CH3:9])[C:6](N)=[C:5]([O:11][CH3:12])[CH:4]=1.N([O-])=O.[Na+].C(=O)([O-])[O-].[Na+].[Na+].[Cu][C:24]#[N:25].[C-]#N.[Na+], predict the reaction product. (4) Given the reactants [CH2:1]([C:5]1[CH:6]=[C:7]([OH:12])[CH:8]=[C:9]([OH:11])[CH:10]=1)[CH2:2][CH2:3][CH3:4].CC([O-])(C)C.[K+].Br[CH2:20][C:21]1[C:29]2[C:24](=[CH:25][CH:26]=[CH:27][CH:28]=2)[N:23]([C:30]([O:32][C:33]([CH3:36])([CH3:35])[CH3:34])=[O:31])[CH:22]=1, predict the reaction product. The product is: [CH2:1]([C:5]1[CH:6]=[C:7]([CH:8]=[C:9]([OH:11])[CH:10]=1)[O:12][CH2:20][C:21]1[C:29]2[C:24](=[CH:25][CH:26]=[CH:27][CH:28]=2)[N:23]([C:30]([O:32][C:33]([CH3:36])([CH3:35])[CH3:34])=[O:31])[CH:22]=1)[CH2:2][CH2:3][CH3:4]. (5) Given the reactants [Cl:1][C:2]1[CH:11]=[C:10]([C:12](O)=[O:13])[CH:9]=[C:8]2[C:3]=1[C:4](=[O:26])[N:5]([C:16]1[N:21]=[C:20]([O:22][CH3:23])[C:19]([O:24][CH3:25])=[CH:18][N:17]=1)[C:6](=[S:15])[NH:7]2.CCN(C(C)C)C(C)C.CN(C(ON1N=NC2C=CC=NC1=2)=[N+](C)C)C.F[P-](F)(F)(F)(F)F.[Cl:60][C:61]1[CH:62]=[C:63]([CH:66]=[CH:67][CH:68]=1)[CH2:64][NH2:65], predict the reaction product. The product is: [Cl:1][C:2]1[CH:11]=[C:10]([C:12]([NH:65][CH2:64][C:63]2[CH:66]=[CH:67][CH:68]=[C:61]([Cl:60])[CH:62]=2)=[O:13])[CH:9]=[C:8]2[C:3]=1[C:4](=[O:26])[N:5]([C:16]1[N:21]=[C:20]([O:22][CH3:23])[C:19]([O:24][CH3:25])=[CH:18][N:17]=1)[C:6](=[S:15])[NH:7]2. (6) Given the reactants [F:1][C:2]1[CH:7]=[CH:6][CH:5]=[CH:4][C:3]=1[S:8](Cl)(=[O:10])=[O:9].[NH2:12][C:13]1[CH:14]=[C:15]([CH:19]2[CH2:28][C:27]([CH3:30])([CH3:29])[C:26]3[C:21](=[CH:22][CH:23]=[C:24]([C:31]#[N:32])[CH:25]=3)[NH:20]2)[CH:16]=[CH:17][CH:18]=1.N1C=CC=CC=1, predict the reaction product. The product is: [C:31]([C:24]1[CH:25]=[C:26]2[C:21](=[CH:22][CH:23]=1)[NH:20][CH:19]([C:15]1[CH:14]=[C:13]([NH:12][S:8]([C:3]3[CH:4]=[CH:5][CH:6]=[CH:7][C:2]=3[F:1])(=[O:10])=[O:9])[CH:18]=[CH:17][CH:16]=1)[CH2:28][C:27]2([CH3:30])[CH3:29])#[N:32]. (7) Given the reactants C(C1CCCC(=O)C=1)C1C=CC=CC=1.C1(C2CCCC(=O)C=2)C=CC=CC=1.C(C(CC1C=CC=CC=1)=O)C1C=CC=CC=1.NS(C1C=CC([N:54]2[C:62]3[C:57](=[CH:58][CH:59]=[C:60](C)[CH:61]=3)[C:56](C(N)=O)=[N:55]2)=CC=1)(=O)=O, predict the reaction product. The product is: [NH:54]1[C:62]2[C:57](=[CH:58][CH:59]=[CH:60][CH:61]=2)[CH:56]=[N:55]1. (8) Given the reactants [Br:1][C:2]1[N:7]=[C:6]2[N:8]([S:13]([C:16]3[CH:21]=[CH:20][CH:19]=[C:18]([F:22])[CH:17]=3)(=[O:15])=[O:14])[CH:9]=[C:10]([CH:11]=O)[C:5]2=[CH:4][CH:3]=1.[C:23]([BH3-])#[N:24].[Na+].CN.O1CCCC1.C(=O)(O)[O-].[Na+], predict the reaction product. The product is: [Br:1][C:2]1[N:7]=[C:6]2[N:8]([S:13]([C:16]3[CH:21]=[CH:20][CH:19]=[C:18]([F:22])[CH:17]=3)(=[O:15])=[O:14])[CH:9]=[C:10]([CH2:11][NH:24][CH3:23])[C:5]2=[CH:4][CH:3]=1.